From a dataset of Full USPTO retrosynthesis dataset with 1.9M reactions from patents (1976-2016). Predict the reactants needed to synthesize the given product. (1) Given the product [CH3:1][C@:2]1([C:23]2[CH:28]=[CH:27][CH:26]=[CH:25][CH:24]=2)[C:11]2[C:6]3=[C:7]([C@:13]([CH3:22])([C:16]4[CH:21]=[CH:20][CH:19]=[CH:18][CH:17]=4)[CH2:14][CH2:15][N:5]3[CH2:4][CH2:3]1)[CH:8]=[C:9]([NH:12][C:32]([NH:31][CH2:29][CH3:30])=[O:33])[CH:10]=2, predict the reactants needed to synthesize it. The reactants are: [CH3:1][C@:2]1([C:23]2[CH:28]=[CH:27][CH:26]=[CH:25][CH:24]=2)[C:11]2[C:6]3=[C:7]([C@:13]([CH3:22])([C:16]4[CH:21]=[CH:20][CH:19]=[CH:18][CH:17]=4)[CH2:14][CH2:15][N:5]3[CH2:4][CH2:3]1)[CH:8]=[C:9]([NH2:12])[CH:10]=2.[CH2:29]([N:31]=[C:32]=[O:33])[CH3:30]. (2) Given the product [CH3:11][O:12][C:13]1[CH:14]=[C:15]2[CH2:24][CH:23]([CH2:25][CH:26]3[CH2:27][CH2:28][N:29]([CH2:32][C:33]4[CH:38]=[CH:37][CH:36]=[CH:35][CH:34]=4)[CH2:30][CH2:31]3)[C:21](=[O:22])[C:16]2=[CH:17][C:18]=1[O:19][CH3:20].[C:1]([O-:10])(=[O:9])[C:2]1[C:3](=[CH:5][CH:6]=[CH:7][CH:8]=1)[OH:4], predict the reactants needed to synthesize it. The reactants are: [C:1]([OH:10])(=[O:9])[C:2]1[C:3](=[CH:5][CH:6]=[CH:7][CH:8]=1)[OH:4].[CH3:11][O:12][C:13]1[CH:14]=[C:15]2[CH2:24][CH:23]([CH2:25][CH:26]3[CH2:31][CH2:30][N:29]([CH2:32][C:33]4[CH:34]=[CH:35][CH:36]=[CH:37][CH:38]=4)[CH2:28][CH2:27]3)[C:21](=[O:22])[C:16]2=[CH:17][C:18]=1[O:19][CH3:20]. (3) Given the product [C:1]12([CH:11]([NH:13][CH2:19][C:18]3[CH:21]=[CH:22][C:15]([OH:14])=[CH:16][CH:17]=3)[CH3:12])[CH2:8][CH:7]3[CH2:6][CH:5]([CH2:4][CH:3]([CH2:9]3)[CH2:2]1)[CH2:10]2, predict the reactants needed to synthesize it. The reactants are: [C:1]12([CH:11]([NH2:13])[CH3:12])[CH2:10][CH:5]3[CH2:6][CH:7]([CH2:9][CH:3]([CH2:4]3)[CH2:2]1)[CH2:8]2.[OH:14][C:15]1[CH:22]=[CH:21][C:18]([CH:19]=O)=[CH:17][CH:16]=1. (4) Given the product [F:15][C:12]([F:13])([F:14])[S:9]([O:8][C:29]1[CH:30]=[C:25]2[C:24]([C:33](=[O:34])[NH:35][CH3:36])=[C:23]([C:20]3[CH:21]=[CH:22][C:17]([F:16])=[CH:18][CH:19]=3)[O:32][C:26]2=[CH:27][N:28]=1)(=[O:10])=[O:11], predict the reactants needed to synthesize it. The reactants are: S([O:8][S:9]([C:12]([F:15])([F:14])[F:13])(=[O:11])=[O:10])(C(F)(F)F)(=O)=O.[F:16][C:17]1[CH:22]=[CH:21][C:20]([C:23]2[O:32][C:26]3=[CH:27][N:28]=[C:29](O)[CH:30]=[C:25]3[C:24]=2[C:33]([NH:35][CH3:36])=[O:34])=[CH:19][CH:18]=1. (5) Given the product [OH:16][C@H:12]([C:10]1[CH:9]=[CH:8][C:6]([OH:7])=[C:5]([CH2:4][OH:3])[CH:11]=1)[CH2:13][NH:14][CH2:18][CH2:19][C:20]1[CH:21]=[C:22]([CH:37]=[CH:38][CH:39]=1)[CH2:23][O:24][CH2:25][CH2:26][CH2:27][CH2:28][C:29]1[CH:30]=[C:31]([CH:34]=[CH:35][CH:36]=1)[C:32]([NH2:33])=[O:43].[CH:2]([OH:7])=[O:3], predict the reactants needed to synthesize it. The reactants are: C[C:2]1(C)[O:7][C:6]2[CH:8]=[CH:9][C:10]([C@H:12]3[O:16]C(=O)[N:14]([CH2:18][CH2:19][C:20]4[CH:21]=[C:22]([CH:37]=[CH:38][CH:39]=4)[CH2:23][O:24][CH2:25][CH2:26][CH2:27][CH2:28][C:29]4[CH:30]=[C:31]([CH:34]=[CH:35][CH:36]=4)[C:32]#[N:33])[CH2:13]3)=[CH:11][C:5]=2[CH2:4][O:3]1.C[Si](C)(C)[O-:43].[K+].CO. (6) Given the product [C:26]([C:7]1[C:5]2[N:6]=[C:2]([NH:1][S:36]([CH3:35])(=[O:38])=[O:37])[O:3][C:4]=2[C:10]([N:11]2[CH2:15][CH2:14][C@H:13]([N:16]([CH3:17])[CH3:18])[CH2:12]2)=[C:9]([C:19]2[CH:24]=[CH:23][CH:22]=[CH:21][CH:20]=2)[C:8]=1[CH3:25])#[N:27], predict the reactants needed to synthesize it. The reactants are: [NH2:1][C:2]1[O:3][C:4]2[C:5](=[C:7]([C:26]#[N:27])[C:8]([CH3:25])=[C:9]([C:19]3[CH:24]=[CH:23][CH:22]=[CH:21][CH:20]=3)[C:10]=2[N:11]2[CH2:15][CH2:14][C@H:13]([N:16]([CH3:18])[CH3:17])[CH2:12]2)[N:6]=1.C(N(CC)CC)C.[CH3:35][S:36](Cl)(=[O:38])=[O:37].[OH-].[Na+].